The task is: Predict which catalyst facilitates the given reaction.. This data is from Catalyst prediction with 721,799 reactions and 888 catalyst types from USPTO. (1) Product: [F:1][C:2]1[CH:22]=[CH:21][CH:20]=[CH:19][C:3]=1[C:4]([NH:6][C:7]1[CH:12]=[CH:11][C:10]([C:13]([NH:15][NH:16][C:24]([NH:23][CH2:26][CH2:27][CH2:28][N:29]2[CH2:34][CH2:33][CH2:32][CH2:31][CH2:30]2)=[S:25])=[O:14])=[C:9]([O:17][CH3:18])[CH:8]=1)=[O:5]. Reactant: [F:1][C:2]1[CH:22]=[CH:21][CH:20]=[CH:19][C:3]=1[C:4]([NH:6][C:7]1[CH:12]=[CH:11][C:10]([C:13]([NH:15][NH2:16])=[O:14])=[C:9]([O:17][CH3:18])[CH:8]=1)=[O:5].[N:23]([CH2:26][CH2:27][CH2:28][N:29]1[CH2:34][CH2:33][CH2:32][CH2:31][CH2:30]1)=[C:24]=[S:25]. The catalyst class is: 9. (2) Reactant: [C:1]([C:5]1[O:9][N:8]=[C:7]([NH:10][C:11]([NH:13][C:14]2[CH:19]=[CH:18][CH:17]=[C:16]([SH:20])[CH:15]=2)=[O:12])[CH:6]=1)([CH3:4])([CH3:3])[CH3:2].C(=O)([O-])[O-].[Cs+].[Cs+].Cl[C:28]1[C:37]2[C:32](=[CH:33][C:34]([O:45][CH3:46])=[C:35]([O:38][CH2:39][CH2:40][S:41]([CH3:44])(=[O:43])=[O:42])[CH:36]=2)[N:31]=[CH:30][N:29]=1. Product: [C:1]([C:5]1[O:9][N:8]=[C:7]([NH:10][C:11]([NH:13][C:14]2[CH:19]=[CH:18][CH:17]=[C:16]([S:20][C:28]3[C:37]4[C:32](=[CH:33][C:34]([O:45][CH3:46])=[C:35]([O:38][CH2:39][CH2:40][S:41]([CH3:44])(=[O:42])=[O:43])[CH:36]=4)[N:31]=[CH:30][N:29]=3)[CH:15]=2)=[O:12])[CH:6]=1)([CH3:4])([CH3:2])[CH3:3]. The catalyst class is: 7.